Dataset: Cav3 T-type calcium channel HTS with 100,875 compounds. Task: Binary Classification. Given a drug SMILES string, predict its activity (active/inactive) in a high-throughput screening assay against a specified biological target. (1) The molecule is s1nc(C(=O)N2CCN(CC2)C(OCC)=O)cn1. The result is 0 (inactive). (2) The result is 0 (inactive). The compound is O1CCN(\N=C\c2ccc(N(CC)CC)cc2)CC1. (3) The drug is Brc1c(n(COCc2ccccc2)c(=O)[nH]c1=O)C. The result is 0 (inactive). (4) The drug is Clc1c(S(=O)(=O)N)cc2S(=O)(=O)N=C(Nc2c1)CSCc1ccccc1. The result is 0 (inactive). (5) The compound is Clc1c(Cn2nc(cc2C(OC)=O)C(OC)=O)ccc(Cl)c1. The result is 0 (inactive). (6) The compound is FC(F)(F)C1(C2=C(N(C(N)=C1C#N)c1c(F)cccc1)CCCC2)C(F)(F)F. The result is 0 (inactive). (7) The drug is O=c1n(CCCCC)c(=O)[nH]c2c1CCC2. The result is 0 (inactive). (8) The compound is S(=O)(=O)(N1CCN(CC1)Cc1cccnc1)c1ccc(NC(=O)C)cc1. The result is 0 (inactive). (9) The molecule is S(c1n(Cc2occc2)c(nn1)c1occc1)CC(OC)=O. The result is 0 (inactive).